This data is from Catalyst prediction with 721,799 reactions and 888 catalyst types from USPTO. The task is: Predict which catalyst facilitates the given reaction. (1) Reactant: [NH2:1][C:2]1[N:6]=[CH:5][NH:4][N:3]=1.[CH:7]1([CH:12]([C:18](=O)[CH3:19])[C:13](OCC)=[O:14])[CH2:11][CH2:10][CH2:9][CH2:8]1.C(N(CCCC)CCCC)CCC. Product: [CH3:19][C:18]1[C:12]([CH:7]2[CH2:11][CH2:10][CH2:9][CH2:8]2)=[C:13]([OH:14])[N:3]2[N:4]=[CH:5][N:6]=[C:2]2[N:1]=1. The catalyst class is: 74. (2) Reactant: Cl.Cl.[NH2:3][C@@H:4]([CH:20]1[CH2:25][CH2:24][CH2:23][CH2:22][CH2:21]1)[C:5]([N:7]1[C@H:12]([C:13]([O:15][CH3:16])=[O:14])[CH2:11][N:10]2[CH2:17][CH2:18][CH2:19][C@@H:9]2[CH2:8]1)=[O:6].[C:26]([O:30][C:31]([N:33]([CH2:39][CH3:40])[C@H:34]([C:36](O)=[O:37])[CH3:35])=[O:32])([CH3:29])([CH3:28])[CH3:27].C(N(C(C)C)C(C)C)C.F[P-](F)(F)(F)(F)F.N1(OC(N(C)C)=[N+](C)C)C2N=CC=CC=2N=N1. Product: [C:26]([O:30][C:31]([N:33]([CH2:39][CH3:40])[C@H:34]([C:36]([NH:3][C@@H:4]([CH:20]1[CH2:25][CH2:24][CH2:23][CH2:22][CH2:21]1)[C:5]([N:7]1[C@H:12]([C:13]([O:15][CH3:16])=[O:14])[CH2:11][N:10]2[CH2:17][CH2:18][CH2:19][C@@H:9]2[CH2:8]1)=[O:6])=[O:37])[CH3:35])=[O:32])([CH3:27])([CH3:29])[CH3:28]. The catalyst class is: 39. (3) Reactant: FC(F)(F)C(O)=O.[NH2:8][CH2:9][CH2:10][O:11][C:12]1[CH:13]=[CH:14][C:15]2[C:27](=[O:28])[C:26]3[C:25]4[C:20](=[CH:21][C:22]([C:29]#[N:30])=[CH:23][CH:24]=4)[NH:19][C:18]=3[C:17]([CH3:32])([CH3:31])[C:16]=2[CH:33]=1.[C:34]([O:38][C:39]([N-:41][S:42](N1C=CC(=[N+](C)C)C=C1)(=[O:44])=[O:43])=[O:40])([CH3:37])([CH3:36])[CH3:35].O. Product: [C:34]([O:38][C:39]([NH:41][S:42]([NH:8][CH2:9][CH2:10][O:11][C:12]1[CH:13]=[CH:14][C:15]2[C:27](=[O:28])[C:26]3[C:25]4[C:20](=[CH:21][C:22]([C:29]#[N:30])=[CH:23][CH:24]=4)[NH:19][C:18]=3[C:17]([CH3:31])([CH3:32])[C:16]=2[CH:33]=1)(=[O:44])=[O:43])=[O:40])([CH3:37])([CH3:35])[CH3:36]. The catalyst class is: 17. (4) Reactant: C[O:2][C:3]([C:5]1[CH:6]=[C:7]([CH:18]=[CH:19][C:20]=1[O:21][CH3:22])[O:8][C:9]1[CH:14]=[CH:13][C:12]([N+:15]([O-:17])=[O:16])=[CH:11][CH:10]=1)=[O:4].[OH-].[K+].O. Product: [C:3]([C:5]1[CH:6]=[C:7]([CH:18]=[CH:19][C:20]=1[O:21][CH3:22])[O:8][C:9]1[CH:10]=[CH:11][C:12]([N+:15]([O-:17])=[O:16])=[CH:13][CH:14]=1)([OH:4])=[O:2]. The catalyst class is: 5. (5) Reactant: Cl[C:2]1[CH:7]=[C:6]([C:8]2[S:12][C:11]([NH2:13])=[N:10][N:9]=2)[CH:5]=[CH:4][N:3]=1.[CH3:14][NH2:15]. The catalyst class is: 6. Product: [NH2:13][C:11]1[S:12][C:8]([C:6]2[CH:5]=[CH:4][N:3]=[C:2]([NH:15][CH3:14])[CH:7]=2)=[N:9][N:10]=1. (6) Reactant: [F:1][C:2]1[CH:9]=[CH:8][C:7]([CH:10]=O)=[CH:6][C:3]=1[C:4]#[N:5].[NH2:12]OS(O)(=O)=O. Product: [F:1][C:2]1[CH:9]=[CH:8][C:7]([C:10]#[N:12])=[CH:6][C:3]=1[C:4]#[N:5]. The catalyst class is: 6. (7) Reactant: [C:1]([C:9]1[CH:18]=[CH:17][C:16]2[NH:15][C:14]3[CH:19]=[N:20][N:21]([CH3:22])[C:13]=3[C:12](=[O:23])[C:11]=2[CH:10]=1)(=[O:8])[C:2]1[CH:7]=[CH:6][CH:5]=[CH:4][CH:3]=1. Product: [OH:8][CH:1]([C:2]1[CH:3]=[CH:4][CH:5]=[CH:6][CH:7]=1)[C:9]1[CH:18]=[CH:17][C:16]2[NH:15][C:14]3[CH:19]=[N:20][N:21]([CH3:22])[C:13]=3[C:12](=[O:23])[C:11]=2[CH:10]=1. The catalyst class is: 286. (8) Reactant: S1C2CCCC(=[O:10])C=2C=C1.[Li]C1C=CC=CC=1.C1([C:24]2[CH:35]=[C:34]3[CH:26]([CH2:27][CH2:28][C:29]4[S:30][CH:31]=[CH:32][C:33]=43)[CH:25]=2)C=CC=CC=1.C1(C2CC3C4C=CSC=4CCC=3C=2)C=CC=CC=1. Product: [CH:32]1[C:33]2[C:34]3[CH:26]([CH2:25][C:24](=[O:10])[CH:35]=3)[CH2:27][CH2:28][C:29]=2[S:30][CH:31]=1. The catalyst class is: 28. (9) Reactant: [Cl:1][C:2]1[CH:3]=[C:4]([CH:7]=[CH:8][C:9]=1[O:10][C:11]([F:14])([F:13])[F:12])[C:5]#[N:6].Cl.[NH2:16][OH:17].C(N(C(C)C)C(C)C)C. Product: [Cl:1][C:2]1[CH:3]=[C:4]([CH:7]=[CH:8][C:9]=1[O:10][C:11]([F:12])([F:13])[F:14])/[C:5](=[N:16]/[OH:17])/[NH2:6]. The catalyst class is: 653.